This data is from Retrosynthesis with 50K atom-mapped reactions and 10 reaction types from USPTO. The task is: Predict the reactants needed to synthesize the given product. The reactants are: COc1cc([N+](=O)[O-])c2nc(NC(C)=O)ccc2c1. Given the product COc1cc(N)c2nc(NC(C)=O)ccc2c1, predict the reactants needed to synthesize it.